Dataset: Full USPTO retrosynthesis dataset with 1.9M reactions from patents (1976-2016). Task: Predict the reactants needed to synthesize the given product. (1) Given the product [CH3:3][C:2]([C@H:4]1[C@@H:8]2[C@@H:9]3[C@@:22]([CH3:25])([CH2:23][CH2:24][C@@:7]2([C:31]([OH:33])=[O:32])[CH2:6][CH2:5]1)[C@@:21]1([CH3:26])[C@@H:12]([C@:13]2([CH3:30])[C@@H:18]([CH2:19][CH2:20]1)[C:17]([CH3:28])([CH3:27])[C:16](=[O:29])[CH2:15][CH2:14]2)[CH2:11][CH2:10]3)=[CH2:1], predict the reactants needed to synthesize it. The reactants are: [CH3:1][C:2]([C@H:4]1[C@@H:8]2[C@@H:9]3[C@@:22]([CH3:25])([CH2:23][CH2:24][C@@:7]2([C:31]([OH:33])=[O:32])[CH2:6][CH2:5]1)[C@@:21]1([CH3:26])[C@@H:12]([C@:13]2([CH3:30])[C@@H:18]([CH2:19][CH2:20]1)[C:17]([CH3:28])([CH3:27])[C@@H:16]([OH:29])[CH2:15][CH2:14]2)[CH2:11][CH2:10]3)=[CH2:3].CC([C@H]1[C@@H]2[C@@H]3[C@@](C)(CC[C@@]2(CO)CC1)[C@@]1(C)[C@@H]([C@]2(C)[C@@H](CC1)C(C)(C)[C@@H](O)CC2)CC3)=C. (2) Given the product [F:1][C:2]1[CH:3]=[C:4]([CH:27]=[CH:28][CH:29]=1)[O:5][CH2:6][C:7]1[CH:16]=[CH:15][C:14]2[C:13](=[O:17])[NH:12][CH2:11][CH2:10][C:9]=2[N:8]=1, predict the reactants needed to synthesize it. The reactants are: [F:1][C:2]1[CH:3]=[C:4]([CH:27]=[CH:28][CH:29]=1)[O:5][CH2:6][C:7]1[CH:16]=[CH:15][C:14]2[C:13](=[O:17])[N:12](CC3C=CC(OC)=CC=3)[CH2:11][CH2:10][C:9]=2[N:8]=1.O.[N+]([O-])([O-])=O.[NH4+].[Ce].S(NN)(C1C=CC(C)=CC=1)(=O)=O. (3) Given the product [OH:21][C@H:19]1[CH2:18][CH2:17][C@@:16]2([CH3:22])[C@@H:15]([CH2:14][CH2:13][C@@H:12]3[C@@H:11]2[CH2:10][CH2:9][C@@:8]2([CH3:23])[C@H:7]3[CH2:6][CH2:5][C@@H:4]2[C:2](=[O:3])[CH3:1])[CH2:20]1, predict the reactants needed to synthesize it. The reactants are: [CH3:1][C:2]([C@@H:4]1[C@@:8]2([CH3:23])[CH2:9][CH2:10][C@@H:11]3[C@@:16]4([CH3:22])[CH2:17][CH2:18][C@H:19]([OH:21])[CH2:20][C:15]4=[CH:14][CH2:13][C@H:12]3[C@@H:7]2[CH2:6][CH2:5]1)=[O:3]. (4) Given the product [Cl:25][C:23]1[CH:22]=[CH:21][C:4]2[N:5]([CH2:18][CH2:19][OH:48])[C:6](=[O:17])[CH:7]([CH2:9][C:10]3[CH:15]=[CH:14][CH:13]=[CH:12][C:11]=3[Cl:16])[N:8]=[C:2]([C:33]3[CH:34]=[CH:35][C:30]4[NH:29][C:28](=[O:45])[N:27]([CH3:26])[C:31]=4[CH:32]=3)[C:3]=2[CH:24]=1, predict the reactants needed to synthesize it. The reactants are: Cl[C:2]1[C:3]2[CH:24]=[C:23]([Cl:25])[CH:22]=[CH:21][C:4]=2[N:5]([CH2:18][CH2:19]Cl)[C:6](=[O:17])[CH:7]([CH2:9][C:10]2[CH:15]=[CH:14][CH:13]=[CH:12][C:11]=2[Cl:16])[N:8]=1.[CH3:26][N:27]1[C:31]2[CH:32]=[C:33](B3OC(C)(C)C(C)(C)O3)[CH:34]=[CH:35][C:30]=2[NH:29][C:28]1=[O:45].[Cl-].[Li+].[OH2:48].[OH-].[Cs+]. (5) Given the product [Si:1]([O:8][CH2:9][C:10]([N:13]1[C:17]2[N:18]=[CH:19][N:20]=[CH:21][C:16]=2[C:15]([C:30]([C:26]2[CH:25]=[C:24]([Cl:23])[CH:29]=[CH:28][N:27]=2)=[O:31])=[CH:14]1)([CH3:12])[CH3:11])([C:4]([CH3:7])([CH3:6])[CH3:5])([CH3:3])[CH3:2], predict the reactants needed to synthesize it. The reactants are: [Si:1]([O:8][CH2:9][C:10]([N:13]1[C:17]2[N:18]=[CH:19][N:20]=[CH:21][C:16]=2[C:15](I)=[CH:14]1)([CH3:12])[CH3:11])([C:4]([CH3:7])([CH3:6])[CH3:5])([CH3:3])[CH3:2].[Cl:23][C:24]1[CH:29]=[CH:28][N:27]=[C:26]([C:30](N(OC)C)=[O:31])[CH:25]=1. (6) The reactants are: C(O[C:4](=[O:25])[C:5]([C:17]1[CH:22]=[CH:21][CH:20]=[C:19]([Br:23])[C:18]=1[CH3:24])=[CH:6][NH:7][C:8]1[CH:13]=[CH:12][CH:11]=[C:10]([N:14]([CH3:16])[CH3:15])[CH:9]=1)C. Given the product [Br:23][C:19]1[C:18]([CH3:24])=[C:17]([C:5]2[C:4](=[O:25])[C:13]3[C:8](=[CH:9][C:10]([N:14]([CH3:15])[CH3:16])=[CH:11][CH:12]=3)[NH:7][CH:6]=2)[CH:22]=[CH:21][CH:20]=1, predict the reactants needed to synthesize it. (7) Given the product [C:27]([O:31][C:32](=[O:43])[NH:33][CH2:34][CH2:35][CH:36]([NH:42][C:5]1[N:10]=[C:9]([C:11]2[N:15]3[CH:16]=[CH:17][N:18]=[C:19]([N:20]4[CH2:25][CH2:24][N:23]([CH3:26])[CH2:22][CH2:21]4)[C:14]3=[N:13][CH:12]=2)[CH:8]=[CH:7][N:6]=1)[C:37]1[CH:41]=[CH:40][S:39][CH:38]=1)([CH3:30])([CH3:28])[CH3:29], predict the reactants needed to synthesize it. The reactants are: CS([C:5]1[N:10]=[C:9]([C:11]2[N:15]3[CH:16]=[CH:17][N:18]=[C:19]([N:20]4[CH2:25][CH2:24][N:23]([CH3:26])[CH2:22][CH2:21]4)[C:14]3=[N:13][CH:12]=2)[CH:8]=[CH:7][N:6]=1)(=O)=O.[C:27]([O:31][C:32](=[O:43])[NH:33][CH2:34][CH2:35][CH:36]([NH2:42])[C:37]1[CH:41]=[CH:40][S:39][CH:38]=1)([CH3:30])([CH3:29])[CH3:28]. (8) Given the product [Cl:1][C:2]1[C:3]([F:34])=[C:4]([CH:31]=[CH:32][CH:33]=1)[CH2:5][NH:6][C:7]([C@@H:9]1[CH2:13][C@@H:12]([F:14])[CH2:11][N:10]1[C:15](=[O:30])[CH2:16][N:17]1[C:25]2[C:20](=[CH:21][CH:22]=[C:23]([O:26][CH2:38][CH2:39][O:40][CH3:41])[CH:24]=2)[C:19]([C:27]([NH2:29])=[O:28])=[CH:18]1)=[O:8], predict the reactants needed to synthesize it. The reactants are: [Cl:1][C:2]1[C:3]([F:34])=[C:4]([CH:31]=[CH:32][CH:33]=1)[CH2:5][NH:6][C:7]([C@@H:9]1[CH2:13][C@@H:12]([F:14])[CH2:11][N:10]1[C:15](=[O:30])[CH2:16][N:17]1[C:25]2[C:20](=[CH:21][CH:22]=[C:23]([OH:26])[CH:24]=2)[C:19]([C:27]([NH2:29])=[O:28])=[CH:18]1)=[O:8].[OH-].[K+].Br[CH2:38][CH2:39][O:40][CH3:41].